This data is from Full USPTO retrosynthesis dataset with 1.9M reactions from patents (1976-2016). The task is: Predict the reactants needed to synthesize the given product. (1) Given the product [Br:13][C:14]1[CH:15]=[C:16]2[C:21](=[CH:22][CH:23]=1)[N:20]=[C:19]([NH:12][C:9]1[CH:10]=[CH:11][C:6]([O:5][CH2:4][CH2:3][O:2][CH3:1])=[CH:7][CH:8]=1)[N:18]=[CH:17]2, predict the reactants needed to synthesize it. The reactants are: [CH3:1][O:2][CH2:3][CH2:4][O:5][C:6]1[CH:11]=[CH:10][C:9]([NH2:12])=[CH:8][CH:7]=1.[Br:13][C:14]1[CH:15]=[C:16]2[C:21](=[CH:22][CH:23]=1)[N:20]=[C:19](Cl)[N:18]=[CH:17]2. (2) The reactants are: CS[C:3](SC)=[C:4]1[C:13](=[O:14])[C:12]([CH2:18][CH2:19][CH3:20])([CH2:15][CH2:16][CH3:17])[C:11]2[C:6](=[CH:7][C:8]([F:21])=[CH:9][CH:10]=2)[C:5]1=[O:22].CSC(SC)=C1C(=O)C(CCCC)(CCCC)C2C(=CC=CC=2)C1=O.[NH2:50][C:51]1[CH:56]=[CH:55][C:54]([NH:57][C:58](=[O:64])[O:59][C:60]([CH3:63])([CH3:62])[CH3:61])=[CH:53][C:52]=1[S:65]([NH2:68])(=[O:67])=[O:66].NC1C=CC(OCC2C=CC=CC=2)=CC=1S(N)(=O)=O. Given the product [F:21][C:8]1[CH:7]=[C:6]2[C:11]([C:12]([CH2:15][CH2:16][CH3:17])([CH2:18][CH2:19][CH3:20])[C:13](=[O:14])[C:4]([C:3]3[NH:50][C:51]4[CH:56]=[CH:55][C:54]([NH:57][C:58](=[O:64])[O:59][C:60]([CH3:62])([CH3:63])[CH3:61])=[CH:53][C:52]=4[S:65](=[O:66])(=[O:67])[N:68]=3)=[C:5]2[OH:22])=[CH:10][CH:9]=1, predict the reactants needed to synthesize it.